From a dataset of Reaction yield outcomes from USPTO patents with 853,638 reactions. Predict the reaction yield, written as a fraction of the theoretical maximum amount of product (1.0 means a 100% yield; for example, 0.34 means a 34% yield). (1) The reactants are [CH2:1]1[N:6]2[CH2:7][N:8]3[CH2:10][N:4]([CH2:5]2)[CH2:3][N:2]1[CH2:9]3.[Cl:11][C:12]1[S:13][C:14]([CH2:17]Cl)=[CH:15][CH:16]=1. The catalyst is C(Cl)(Cl)Cl. The product is [Cl:11][C:12]1[S:13][C:14]([CH2:17][CH:1]2[N:6]3[CH2:5][N:4]4[CH2:10][N:8]([CH2:9][N:2]2[CH2:3]4)[CH2:7]3)=[CH:15][CH:16]=1. The yield is 0.880. (2) The reactants are [F:1][C:2]1[CH:7]=[CH:6][C:5]([CH:8]2[C:13]3=[N:14][NH:15][C:16](=[O:21])[C:17]4[CH:18]=[CH:19][CH:20]=[C:11]([C:12]=43)[NH:10][CH:9]2[C:22]2[CH:29]=[CH:28][C:25]([CH:26]=O)=[CH:24][CH:23]=2)=[CH:4][CH:3]=1.[CH3:30][N:31]1[CH2:36][CH2:35][NH:34][CH2:33][CH:32]1[CH3:37]. The catalyst is C(Cl)Cl. The product is [CH3:37][CH:32]1[N:31]([CH3:30])[CH2:36][CH2:35][N:34]([CH2:26][C:25]2[CH:24]=[CH:23][C:22]([CH:9]3[NH:10][C:11]4[C:12]5[C:13](=[N:14][NH:15][C:16](=[O:21])[C:17]=5[CH:18]=[CH:19][CH:20]=4)[CH:8]3[C:5]3[CH:6]=[CH:7][C:2]([F:1])=[CH:3][CH:4]=3)=[CH:29][CH:28]=2)[CH2:33]1. The yield is 0.260.